Dataset: Full USPTO retrosynthesis dataset with 1.9M reactions from patents (1976-2016). Task: Predict the reactants needed to synthesize the given product. (1) Given the product [C:1]12([NH:11][CH2:21][C:13]3[NH:12][C:20]4[C:15]([CH:14]=3)=[CH:16][CH:17]=[CH:18][CH:19]=4)[CH2:8][CH:7]3[CH2:6][CH:5]([CH2:4][CH:3]([CH2:9]3)[CH2:2]1)[CH2:10]2, predict the reactants needed to synthesize it. The reactants are: [C:1]12([NH2:11])[CH2:10][CH:5]3[CH2:6][CH:7]([CH2:9][CH:3]([CH2:4]3)[CH2:2]1)[CH2:8]2.[NH:12]1[C:20]2[C:15](=[CH:16][CH:17]=[CH:18][CH:19]=2)[CH:14]=[C:13]1[CH:21]=O. (2) Given the product [CH2:4]([C:11]12[CH2:19][CH:15]([C:16]#[N:17])[C:14](=[O:18])[CH:13]([CH3:20])[CH:12]1[CH2:21][CH2:22][C:23]1[CH:24]=[N:25][N:26]([CH3:28])[C:27]=12)[C:5]1[CH:6]=[CH:7][CH:8]=[CH:9][CH:10]=1, predict the reactants needed to synthesize it. The reactants are: C[O-].[Na+].[CH2:4]([C:11]12[C:27]3[N:26]([CH3:28])[N:25]=[CH:24][C:23]=3[CH2:22][CH2:21][CH:12]1[CH:13]([CH3:20])[C:14]1[O:18][N:17]=[CH:16][C:15]=1[CH2:19]2)[C:5]1[CH:10]=[CH:9][CH:8]=[CH:7][CH:6]=1.